This data is from NCI-60 drug combinations with 297,098 pairs across 59 cell lines. The task is: Regression. Given two drug SMILES strings and cell line genomic features, predict the synergy score measuring deviation from expected non-interaction effect. (1) Drug 1: CN(C)N=NC1=C(NC=N1)C(=O)N. Drug 2: CN1C2=C(C=C(C=C2)N(CCCl)CCCl)N=C1CCCC(=O)O.Cl. Cell line: DU-145. Synergy scores: CSS=-2.13, Synergy_ZIP=0.492, Synergy_Bliss=1.05, Synergy_Loewe=-5.50, Synergy_HSA=-2.56. (2) Drug 1: CC1=C(C=C(C=C1)NC(=O)C2=CC=C(C=C2)CN3CCN(CC3)C)NC4=NC=CC(=N4)C5=CN=CC=C5. Drug 2: C1CN(CCN1C(=O)CCBr)C(=O)CCBr. Cell line: A549. Synergy scores: CSS=20.5, Synergy_ZIP=2.49, Synergy_Bliss=7.17, Synergy_Loewe=1.66, Synergy_HSA=5.54. (3) Drug 1: C1CN1C2=NC(=NC(=N2)N3CC3)N4CC4. Drug 2: CC1C(C(CC(O1)OC2CC(CC3=C2C(=C4C(=C3O)C(=O)C5=CC=CC=C5C4=O)O)(C(=O)C)O)N)O. Cell line: NCI-H226. Synergy scores: CSS=48.5, Synergy_ZIP=-6.17, Synergy_Bliss=-4.77, Synergy_Loewe=-0.643, Synergy_HSA=0.366. (4) Drug 1: CCC1(CC2CC(C3=C(CCN(C2)C1)C4=CC=CC=C4N3)(C5=C(C=C6C(=C5)C78CCN9C7C(C=CC9)(C(C(C8N6C=O)(C(=O)OC)O)OC(=O)C)CC)OC)C(=O)OC)O.OS(=O)(=O)O. Drug 2: CC1C(C(CC(O1)OC2CC(OC(C2O)C)OC3=CC4=CC5=C(C(=O)C(C(C5)C(C(=O)C(C(C)O)O)OC)OC6CC(C(C(O6)C)O)OC7CC(C(C(O7)C)O)OC8CC(C(C(O8)C)O)(C)O)C(=C4C(=C3C)O)O)O)O. Cell line: MCF7. Synergy scores: CSS=39.5, Synergy_ZIP=0.656, Synergy_Bliss=1.11, Synergy_Loewe=-1.53, Synergy_HSA=-0.227. (5) Drug 1: CC1=C(C(=CC=C1)Cl)NC(=O)C2=CN=C(S2)NC3=CC(=NC(=N3)C)N4CCN(CC4)CCO. Drug 2: CN(C(=O)NC(C=O)C(C(C(CO)O)O)O)N=O. Cell line: MOLT-4. Synergy scores: CSS=1.02, Synergy_ZIP=-0.154, Synergy_Bliss=-1.04, Synergy_Loewe=-1.82, Synergy_HSA=-1.98.